Dataset: Full USPTO retrosynthesis dataset with 1.9M reactions from patents (1976-2016). Task: Predict the reactants needed to synthesize the given product. (1) The reactants are: [Cl:1][CH2:2][CH2:3][CH2:4][O:5][C:6]1[C:7]([O:19][CH3:20])=[CH:8][C:9]([N+:16]([O-])=O)=[C:10]([CH:15]=1)[C:11]([O:13][CH3:14])=[O:12]. Given the product [NH2:16][C:9]1[CH:8]=[C:7]([O:19][CH3:20])[C:6]([O:5][CH2:4][CH2:3][CH2:2][Cl:1])=[CH:15][C:10]=1[C:11]([O:13][CH3:14])=[O:12], predict the reactants needed to synthesize it. (2) Given the product [NH2:15][C:4]1[C:3]([OH:18])=[C:2]([Cl:1])[CH:13]=[C:12]([Cl:14])[C:5]=1[C:6]([NH:8][CH:9]1[CH2:11][CH2:10]1)=[O:7], predict the reactants needed to synthesize it. The reactants are: [Cl:1][C:2]1[CH:13]=[C:12]([Cl:14])[C:5]([C:6]([NH:8][CH:9]2[CH2:11][CH2:10]2)=[O:7])=[C:4]([N+:15]([O-])=O)[C:3]=1[OH:18].O.[Sn](Cl)Cl. (3) Given the product [Cl:1][C:2]1[N:6]([CH3:7])[N:5]=[C:4]([C:8]2[CH:13]=[CH:12][CH:11]=[CH:10][N:9]=2)[C:3]=1/[C:14](/[C:21]1[CH:26]=[CH:25][C:24]([Cl:27])=[CH:23][C:22]=1[CH3:28])=[CH:15]\[CH2:16][C:17]([OH:19])=[O:18], predict the reactants needed to synthesize it. The reactants are: [Cl:1][C:2]1[N:6]([CH3:7])[N:5]=[C:4]([C:8]2[CH:13]=[CH:12][CH:11]=[CH:10][N:9]=2)[C:3]=1/[C:14](/[C:21]1[CH:26]=[CH:25][C:24]([Cl:27])=[CH:23][C:22]=1[CH3:28])=[CH:15]\[CH2:16][C:17]([O:19]C)=[O:18].[OH-].[Na+]. (4) Given the product [CH3:1][O:2][C:3]([C:5]1[CH2:10][CH:9]([CH2:11][CH2:12][O:13][CH2:14][C:15]2[CH:16]=[CH:17][CH:18]=[CH:19][CH:20]=2)[CH2:8][CH2:7][CH:6]=1)=[O:4], predict the reactants needed to synthesize it. The reactants are: [CH3:1][O:2][C:3]([CH:5]1[CH2:10][CH:9]([CH2:11][CH2:12][O:13][CH2:14][C:15]2[CH:20]=[CH:19][CH:18]=[CH:17][CH:16]=2)[CH2:8][CH2:7][CH:6]1O)=[O:4].O=S(Cl)Cl.C1CCN2C(=NCCC2)CC1.CCOC(C)=O. (5) Given the product [OH:20][CH2:19][C:16]1[CH:17]=[CH:18][C:13]([CH2:12][CH2:11][CH2:10][OH:9])=[C:14]([O:21][CH3:22])[CH:15]=1, predict the reactants needed to synthesize it. The reactants are: [H-].[H-].[H-].[H-].[Li+].[Al+3].C([O:9][C:10](=O)[CH2:11][CH2:12][C:13]1[CH:18]=[CH:17][C:16]([CH2:19][OH:20])=[CH:15][C:14]=1[O:21][CH3:22])C.